Regression. Given two drug SMILES strings and cell line genomic features, predict the synergy score measuring deviation from expected non-interaction effect. From a dataset of NCI-60 drug combinations with 297,098 pairs across 59 cell lines. (1) Drug 1: C1CN(CCN1C(=O)CCBr)C(=O)CCBr. Drug 2: C1CNP(=O)(OC1)N(CCCl)CCCl. Cell line: SF-268. Synergy scores: CSS=27.6, Synergy_ZIP=-8.31, Synergy_Bliss=-2.64, Synergy_Loewe=-24.0, Synergy_HSA=-2.95. (2) Drug 1: C1C(C(OC1N2C=NC3=C(N=C(N=C32)Cl)N)CO)O. Drug 2: C1CNP(=O)(OC1)N(CCCl)CCCl. Cell line: HOP-92. Synergy scores: CSS=36.8, Synergy_ZIP=0.720, Synergy_Bliss=0.449, Synergy_Loewe=-55.1, Synergy_HSA=-1.14. (3) Drug 1: C1=NC2=C(N1)C(=S)N=CN2. Drug 2: B(C(CC(C)C)NC(=O)C(CC1=CC=CC=C1)NC(=O)C2=NC=CN=C2)(O)O. Cell line: MDA-MB-435. Synergy scores: CSS=81.0, Synergy_ZIP=0.301, Synergy_Bliss=1.05, Synergy_Loewe=-0.281, Synergy_HSA=0.941. (4) Drug 1: COC1=NC(=NC2=C1N=CN2C3C(C(C(O3)CO)O)O)N. Drug 2: N.N.Cl[Pt+2]Cl. Cell line: SF-268. Synergy scores: CSS=56.9, Synergy_ZIP=-3.72, Synergy_Bliss=-4.84, Synergy_Loewe=-24.0, Synergy_HSA=-2.25. (5) Drug 1: C1=NC(=NC(=O)N1C2C(C(C(O2)CO)O)O)N. Drug 2: CN(CCCl)CCCl.Cl. Cell line: OVCAR-8. Synergy scores: CSS=32.6, Synergy_ZIP=-8.05, Synergy_Bliss=-1.38, Synergy_Loewe=-5.84, Synergy_HSA=1.01. (6) Drug 1: C1=NC2=C(N=C(N=C2N1C3C(C(C(O3)CO)O)F)Cl)N. Drug 2: C(CN)CNCCSP(=O)(O)O. Cell line: HCC-2998. Synergy scores: CSS=46.0, Synergy_ZIP=-2.63, Synergy_Bliss=-5.08, Synergy_Loewe=-71.8, Synergy_HSA=-5.85. (7) Drug 1: C1=CC=C(C(=C1)C(C2=CC=C(C=C2)Cl)C(Cl)Cl)Cl. Drug 2: CC12CCC3C(C1CCC2OP(=O)(O)O)CCC4=C3C=CC(=C4)OC(=O)N(CCCl)CCCl.[Na+]. Cell line: SK-MEL-28. Synergy scores: CSS=4.10, Synergy_ZIP=-3.23, Synergy_Bliss=-2.79, Synergy_Loewe=-5.85, Synergy_HSA=-4.99.